Task: Predict which catalyst facilitates the given reaction.. Dataset: Catalyst prediction with 721,799 reactions and 888 catalyst types from USPTO Reactant: [CH2:1]([O:5][C:6]1[CH:11]=[CH:10][C:9]([S:12][C:13]2[CH:18]=[CH:17][C:16]([O:19][CH2:20][CH2:21][CH2:22][CH3:23])=[CH:15][CH:14]=2)=[CH:8][CH:7]=1)[CH2:2][CH2:3][CH3:4].OO.O.O.O.O.O.S([O-])([O-])(=[O:33])=S.[Na+].[Na+].O. Product: [CH2:20]([O:19][C:16]1[CH:15]=[CH:14][C:13]([S:12]([C:9]2[CH:10]=[CH:11][C:6]([O:5][CH2:1][CH2:2][CH2:3][CH3:4])=[CH:7][CH:8]=2)=[O:33])=[CH:18][CH:17]=1)[CH2:21][CH2:22][CH3:23]. The catalyst class is: 15.